This data is from Forward reaction prediction with 1.9M reactions from USPTO patents (1976-2016). The task is: Predict the product of the given reaction. (1) Given the reactants [Cl:1][C:2]1[CH:7]=[C:6]([Cl:8])[CH:5]=[CH:4][C:3]=1[NH:9][C:10]1[N:14]([CH2:15][CH:16](O)[CH2:17][C:18]([O:20][CH3:21])=[O:19])[C:13]2[C:23]([N:27]([CH2:30][CH3:31])[CH2:28][CH3:29])=[CH:24][CH:25]=[CH:26][C:12]=2[N:11]=1.CS(Cl)(=O)=O.C(=O)([O-])[O-].[K+].[K+], predict the reaction product. The product is: [Cl:1][C:2]1[CH:7]=[C:6]([Cl:8])[CH:5]=[CH:4][C:3]=1[N:9]1[C:10]2=[N:11][C:12]3[CH:26]=[CH:25][CH:24]=[C:23]([N:27]([CH2:30][CH3:31])[CH2:28][CH3:29])[C:13]=3[N:14]2[CH2:15][CH:16]1[CH2:17][C:18]([O:20][CH3:21])=[O:19]. (2) Given the reactants Cl[C:2]1[C:11]2[C:6](=[CH:7][C:8]([O:14][CH3:15])=[C:9]([O:12][CH3:13])[CH:10]=2)[N:5]=[CH:4][CH:3]=1.[OH:16][C:17]1[CH:18]=[N:19][C:20]2[C:25]([CH:26]=1)=[CH:24][CH:23]=[CH:22][CH:21]=2.O, predict the reaction product. The product is: [CH3:13][O:12][C:9]1[CH:10]=[C:11]2[C:6](=[CH:7][C:8]=1[O:14][CH3:15])[N:5]=[CH:4][CH:3]=[C:2]2[O:16][C:17]1[CH:18]=[N:19][C:20]2[C:25]([CH:26]=1)=[CH:24][CH:23]=[CH:22][CH:21]=2. (3) The product is: [Cl:1][C:2]1[C:7]([Cl:8])=[C:6]([F:9])[CH:5]=[CH:4][C:3]=1[C:10]([N:12]1[CH2:17][CH2:16][N:15]2[C:38]([C:35]3[CH:34]=[CH:33][C:32]([F:31])=[CH:37][N:36]=3)=[N:40][N:41]=[C:14]2[CH2:13]1)=[O:11]. Given the reactants [Cl:1][C:2]1[C:7]([Cl:8])=[C:6]([F:9])[CH:5]=[CH:4][C:3]=1[C:10]([N:12]1[CH2:17][CH2:16][NH:15][C:14](=O)[CH2:13]1)=[O:11].F[B-](F)(F)F.C([O+](CC)CC)C.[F:31][C:32]1[CH:33]=[CH:34][C:35]([C:38]([NH:40][NH2:41])=O)=[N:36][CH:37]=1, predict the reaction product. (4) Given the reactants Cl[C:2]1[CH:10]=[CH:9][C:5]([C:6]([OH:8])=[O:7])=[CH:4][C:3]=1[N+:11]([O-:13])=[O:12].[N:14]1C2C(=CC=CC=2)C=C[CH:15]=1, predict the reaction product. The product is: [C:15]([C:2]1[CH:10]=[CH:9][C:5]([C:6]([OH:8])=[O:7])=[CH:4][C:3]=1[N+:11]([O-:13])=[O:12])#[N:14]. (5) Given the reactants [N+:1]([C:4]1[CH:5]=[C:6]2[C:10](=[CH:11][CH:12]=1)[NH:9][CH2:8][CH2:7]2)([O-:3])=[O:2].C(N(CC)CC)C.[Cl:20][CH2:21][C:22](Cl)=[O:23].C(OCC)(=O)C, predict the reaction product. The product is: [Cl:20][CH2:21][C:22]([N:9]1[C:10]2[C:6](=[CH:5][C:4]([N+:1]([O-:3])=[O:2])=[CH:12][CH:11]=2)[CH2:7][CH2:8]1)=[O:23]. (6) Given the reactants [NH2:1][CH2:2][CH2:3][CH2:4][CH2:5][N:6]1[C:18]2[C:17]3[CH:16]=[CH:15][CH:14]=[CH:13][C:12]=3[N:11]=[C:10]([NH2:19])[C:9]=2[N:8]=[CH:7]1.[C:20]1([O:30][C:31](Cl)=[O:32])[C:29]2[C:24](=[CH:25][CH:26]=[CH:27][CH:28]=2)[CH:23]=[CH:22][CH:21]=1, predict the reaction product. The product is: [NH2:19][C:10]1[C:9]2[N:8]=[CH:7][N:6]([CH2:5][CH2:4][CH2:3][CH2:2][NH:1][C:31](=[O:32])[O:30][C:20]3[C:29]4[C:24](=[CH:25][CH:26]=[CH:27][CH:28]=4)[CH:23]=[CH:22][CH:21]=3)[C:18]=2[C:17]2[CH:16]=[CH:15][CH:14]=[CH:13][C:12]=2[N:11]=1. (7) Given the reactants [Li][CH2:2]CCC.[F:6][C:7]1[CH:8]=[C:9]([CH:12]=[CH:13][CH:14]=1)[CH:10]=O, predict the reaction product. The product is: [F:6][C:7]1[CH:14]=[CH:13][CH:12]=[C:9]([CH:10]=[CH2:2])[CH:8]=1.